Dataset: Forward reaction prediction with 1.9M reactions from USPTO patents (1976-2016). Task: Predict the product of the given reaction. Given the reactants [H][H].C([N:10]1[CH2:15][CH:14]=[C:13]([C:16]2[C:17]([OH:28])=[N:18][C:19]3[C:24]([CH:25]=2)=[CH:23][C:22]([O:26][CH3:27])=[CH:21][CH:20]=3)[CH2:12][CH2:11]1)C1C=CC=CC=1.C1COCC1, predict the reaction product. The product is: [CH3:27][O:26][C:22]1[CH:23]=[C:24]2[C:19](=[CH:20][CH:21]=1)[NH:18][C:17](=[O:28])[C:16]([CH:13]1[CH2:14][CH2:15][NH:10][CH2:11][CH2:12]1)=[CH:25]2.